From a dataset of Catalyst prediction with 721,799 reactions and 888 catalyst types from USPTO. Predict which catalyst facilitates the given reaction. (1) Reactant: [CH:1]1([CH2:6][C@@H:7]([C:12]([N:14]2[CH:18]([C:19]([N:21]([CH3:23])[CH3:22])=[O:20])[CH2:17][CH:16]=[N:15]2)=[O:13])[CH2:8][C:9]([OH:11])=O)[CH2:5][CH2:4][CH2:3][CH2:2]1.[C:24]1([CH2:30][O:31][NH2:32])[CH:29]=[CH:28][CH:27]=[CH:26][CH:25]=1.C(Cl)CCl.CN1CCOCC1.N1C2C(=NC=CC=2)N(O)N=1. Product: [CH:1]1([CH2:6][C@H:7]([CH2:8][C:9](=[O:11])[NH:32][O:31][CH2:30][C:24]2[CH:29]=[CH:28][CH:27]=[CH:26][CH:25]=2)[C:12]([N:14]2[C@H:18]([C:19]([N:21]([CH3:23])[CH3:22])=[O:20])[CH2:17][CH:16]=[N:15]2)=[O:13])[CH2:2][CH2:3][CH2:4][CH2:5]1. The catalyst class is: 4. (2) The catalyst class is: 7. Product: [F:24][C:2]([F:1])([F:23])[O:3][C:4]1[CH:9]=[CH:8][C:7]([C:10]2[N:15]=[C:14]([C:16]([F:17])([F:18])[F:19])[C:13]([CH2:20][OH:21])=[CH:12][N:11]=2)=[CH:6][CH:5]=1. Reactant: [F:1][C:2]([F:24])([F:23])[O:3][C:4]1[CH:9]=[CH:8][C:7]([C:10]2[N:15]=[C:14]([C:16]([F:19])([F:18])[F:17])[C:13]([C:20](Cl)=[O:21])=[CH:12][N:11]=2)=[CH:6][CH:5]=1.CC(C[AlH]CC(C)C)C.OS([O-])(=O)=O.[K+]. (3) Reactant: [CH2:1]([O:8][C:9]1[CH:10]=[C:11]([O:31][CH3:32])[C:12]([N+:28]([O-])=O)=[C:13]([N:15]2[CH:19]=[C:18]([CH3:20])[N:17]=[C:16]2[C:21]2[CH:26]=[CH:25][N:24]=[CH:23][C:22]=2[CH3:27])[CH:14]=1)[C:2]1[CH:7]=[CH:6][CH:5]=[CH:4][CH:3]=1.O.O.[Sn](Cl)Cl.Cl.[OH-].[Na+]. Product: [CH2:1]([O:8][C:9]1[CH:14]=[C:13]([N:15]2[CH:19]=[C:18]([CH3:20])[N:17]=[C:16]2[C:21]2[CH:26]=[CH:25][N:24]=[CH:23][C:22]=2[CH3:27])[C:12]([NH2:28])=[C:11]([O:31][CH3:32])[CH:10]=1)[C:2]1[CH:7]=[CH:6][CH:5]=[CH:4][CH:3]=1. The catalyst class is: 8. (4) Reactant: [OH:1][C:2]1[CH:12]=[CH:11][C:5]([C:6]([O:8]CC)=[O:7])=[CH:4][CH:3]=1.[CH2:13](Br)[CH:14]=[CH2:15].C(=O)([O-])[O-].[K+].[K+]. Product: [CH2:15]([O:1][C:2]1[CH:3]=[CH:4][C:5]([C:6]([OH:8])=[O:7])=[CH:11][CH:12]=1)[CH:14]=[CH2:13]. The catalyst class is: 131. (5) Reactant: [Cl:1][C:2]1[CH:3]=[CH:4][C:5]([O:19][CH2:20][C:21]2[CH:26]=[CH:25][CH:24]=[CH:23][CH:22]=2)=[C:6]([CH2:8][N:9]2[N:13]=[C:12]([C:14]([O:16]CC)=[O:15])[CH:11]=[N:10]2)[CH:7]=1.[OH-].[Na+]. Product: [Cl:1][C:2]1[CH:3]=[CH:4][C:5]([O:19][CH2:20][C:21]2[CH:22]=[CH:23][CH:24]=[CH:25][CH:26]=2)=[C:6]([CH2:8][N:9]2[N:13]=[C:12]([C:14]([OH:16])=[O:15])[CH:11]=[N:10]2)[CH:7]=1. The catalyst class is: 8. (6) Reactant: Br[C:2]1[C:15]2[NH:14][C:13]3[CH2:12][CH2:11][CH2:10][CH2:9][C:8]=3[C:7](=[O:16])[C:6]=2[C:5]([C:17]([O:19][CH3:20])=[O:18])=[CH:4][CH:3]=1. Product: [O:16]=[C:7]1[C:6]2[C:5]([C:17]([O:19][CH3:20])=[O:18])=[CH:4][CH:3]=[CH:2][C:15]=2[NH:14][C:13]2[CH2:12][CH2:11][CH2:10][CH2:9][C:8]1=2. The catalyst class is: 43. (7) Product: [Br:1][C:2]1[CH:3]=[CH:4][C:5]([O:11][CH2:12][C:13]2[CH:18]=[CH:17][CH:16]=[CH:15][CH:14]=2)=[C:6]([CH:10]=1)[C:7]([NH:31][C:32]1[CH:37]=[CH:36][CH:35]=[C:34]([CH3:38])[CH:33]=1)=[O:9]. Reactant: [Br:1][C:2]1[CH:3]=[CH:4][C:5]([O:11][CH2:12][C:13]2[CH:18]=[CH:17][CH:16]=[CH:15][CH:14]=2)=[C:6]([CH:10]=1)[C:7]([OH:9])=O.C1N=CN(C(N2C=NC=C2)=O)C=1.[NH2:31][C:32]1[CH:37]=[CH:36][CH:35]=[C:34]([CH3:38])[CH:33]=1. The catalyst class is: 76. (8) Reactant: [Cl:1][C:2]1[C:3]2[CH:20]=[C:19]([OH:21])[C:18]([OH:22])=[CH:17][C:4]=2[S:5][C:6]=1[C:7]([N:9]1[CH2:14][CH:13]([CH3:15])[O:12][CH:11]([CH3:16])[CH2:10]1)=[O:8].[N+:23]([O-])([OH:25])=[O:24]. Product: [Cl:1][C:2]1[C:3]2[CH:20]=[C:19]([OH:21])[C:18]([OH:22])=[C:17]([N+:23]([O-:25])=[O:24])[C:4]=2[S:5][C:6]=1[C:7]([N:9]1[CH2:10][CH:11]([CH3:16])[O:12][CH:13]([CH3:15])[CH2:14]1)=[O:8]. The catalyst class is: 866. (9) Reactant: [H-].[Na+].[C:3]1([OH:9])[CH:8]=[CH:7][CH:6]=[CH:5][CH:4]=1.Cl[C:11]1[C:20]([N+:21]([O-:23])=[O:22])=[C:19]([NH:24][CH2:25][CH2:26][O:27][CH2:28][CH2:29][CH2:30][C:31]2[CH:32]=[N:33][CH:34]=[CH:35][CH:36]=2)[C:18]2[CH2:17][CH2:16][CH2:15][CH2:14][C:13]=2[N:12]=1. Product: [N+:21]([C:20]1[C:11]([O:9][C:3]2[CH:8]=[CH:7][CH:6]=[CH:5][CH:4]=2)=[N:12][C:13]2[CH2:14][CH2:15][CH2:16][CH2:17][C:18]=2[C:19]=1[NH:24][CH2:25][CH2:26][O:27][CH2:28][CH2:29][CH2:30][C:31]1[CH:32]=[N:33][CH:34]=[CH:35][CH:36]=1)([O-:23])=[O:22]. The catalyst class is: 270.